Regression. Given two drug SMILES strings and cell line genomic features, predict the synergy score measuring deviation from expected non-interaction effect. From a dataset of NCI-60 drug combinations with 297,098 pairs across 59 cell lines. (1) Drug 1: COC1=CC(=CC(=C1O)OC)C2C3C(COC3=O)C(C4=CC5=C(C=C24)OCO5)OC6C(C(C7C(O6)COC(O7)C8=CC=CS8)O)O. Drug 2: CC1=C2C(C(=O)C3(C(CC4C(C3C(C(C2(C)C)(CC1OC(=O)C(C(C5=CC=CC=C5)NC(=O)OC(C)(C)C)O)O)OC(=O)C6=CC=CC=C6)(CO4)OC(=O)C)O)C)O. Cell line: HT29. Synergy scores: CSS=41.7, Synergy_ZIP=-0.609, Synergy_Bliss=-0.393, Synergy_Loewe=-3.80, Synergy_HSA=1.02. (2) Drug 1: CCCS(=O)(=O)NC1=C(C(=C(C=C1)F)C(=O)C2=CNC3=C2C=C(C=N3)C4=CC=C(C=C4)Cl)F. Synergy scores: CSS=13.2, Synergy_ZIP=4.93, Synergy_Bliss=9.79, Synergy_Loewe=1.99, Synergy_HSA=7.84. Cell line: OVCAR-8. Drug 2: C1CC(C1)(C(=O)O)C(=O)O.[NH2-].[NH2-].[Pt+2]. (3) Drug 1: C1CCC(C1)C(CC#N)N2C=C(C=N2)C3=C4C=CNC4=NC=N3. Drug 2: C#CCC(CC1=CN=C2C(=N1)C(=NC(=N2)N)N)C3=CC=C(C=C3)C(=O)NC(CCC(=O)O)C(=O)O. Cell line: OVCAR3. Synergy scores: CSS=-4.32, Synergy_ZIP=2.07, Synergy_Bliss=-0.0629, Synergy_Loewe=-4.95, Synergy_HSA=-4.27. (4) Drug 1: C1CCC(C1)C(CC#N)N2C=C(C=N2)C3=C4C=CNC4=NC=N3. Drug 2: CC1C(C(=O)NC(C(=O)N2CCCC2C(=O)N(CC(=O)N(C(C(=O)O1)C(C)C)C)C)C(C)C)NC(=O)C3=C4C(=C(C=C3)C)OC5=C(C(=O)C(=C(C5=N4)C(=O)NC6C(OC(=O)C(N(C(=O)CN(C(=O)C7CCCN7C(=O)C(NC6=O)C(C)C)C)C)C(C)C)C)N)C. Cell line: SNB-75. Synergy scores: CSS=9.08, Synergy_ZIP=1.55, Synergy_Bliss=8.14, Synergy_Loewe=5.20, Synergy_HSA=4.50. (5) Drug 1: CS(=O)(=O)OCCCCOS(=O)(=O)C. Drug 2: C1C(C(OC1N2C=NC(=NC2=O)N)CO)O. Cell line: SN12C. Synergy scores: CSS=6.05, Synergy_ZIP=-4.29, Synergy_Bliss=0.856, Synergy_Loewe=0.351, Synergy_HSA=1.63. (6) Drug 2: C1C(C(OC1N2C=NC(=NC2=O)N)CO)O. Drug 1: CC1CCC2CC(C(=CC=CC=CC(CC(C(=O)C(C(C(=CC(C(=O)CC(OC(=O)C3CCCCN3C(=O)C(=O)C1(O2)O)C(C)CC4CCC(C(C4)OC)O)C)C)O)OC)C)C)C)OC. Cell line: RPMI-8226. Synergy scores: CSS=25.2, Synergy_ZIP=-6.19, Synergy_Bliss=4.68, Synergy_Loewe=-0.304, Synergy_HSA=4.69. (7) Drug 2: CC1=C(C(=O)C2=C(C1=O)N3CC4C(C3(C2COC(=O)N)OC)N4)N. Cell line: OVCAR3. Synergy scores: CSS=40.6, Synergy_ZIP=-3.50, Synergy_Bliss=7.96, Synergy_Loewe=7.75, Synergy_HSA=8.20. Drug 1: COC1=C(C=C2C(=C1)N=CN=C2NC3=CC(=C(C=C3)F)Cl)OCCCN4CCOCC4. (8) Drug 1: CN(C)N=NC1=C(NC=N1)C(=O)N. Drug 2: CCN(CC)CCNC(=O)C1=C(NC(=C1C)C=C2C3=C(C=CC(=C3)F)NC2=O)C. Cell line: A549. Synergy scores: CSS=-1.61, Synergy_ZIP=0.111, Synergy_Bliss=-0.459, Synergy_Loewe=-2.64, Synergy_HSA=-2.37. (9) Drug 1: CC12CCC(CC1=CCC3C2CCC4(C3CC=C4C5=CN=CC=C5)C)O. Drug 2: C1=C(C(=O)NC(=O)N1)F. Cell line: SNB-19. Synergy scores: CSS=32.3, Synergy_ZIP=4.23, Synergy_Bliss=4.31, Synergy_Loewe=2.47, Synergy_HSA=5.03.